Dataset: Peptide-MHC class I binding affinity with 185,985 pairs from IEDB/IMGT. Task: Regression. Given a peptide amino acid sequence and an MHC pseudo amino acid sequence, predict their binding affinity value. This is MHC class I binding data. The peptide sequence is AQIGVIGVF. The MHC is HLA-A02:01 with pseudo-sequence HLA-A02:01. The binding affinity (normalized) is 0.553.